From a dataset of Full USPTO retrosynthesis dataset with 1.9M reactions from patents (1976-2016). Predict the reactants needed to synthesize the given product. (1) Given the product [CH2:44]([N:42]1[CH:43]=[C:39]([NH:38][C:37]([C:35]2[CH:36]=[C:31]([C:9]3[NH:8][C:16]4[C:11]([CH:10]=3)=[CH:12][C:13]([CH2:17][N:18]3[CH2:19][CH2:20][NH:21][CH2:22][CH2:23]3)=[CH:14][CH:15]=4)[C:32](=[O:60])[NH:33][CH:34]=2)=[O:51])[CH:40]=[N:41]1)[C:45]1[CH:50]=[CH:49][CH:48]=[CH:47][CH:46]=1, predict the reactants needed to synthesize it. The reactants are: C(OC([N:8]1[C:16]2[C:11](=[CH:12][C:13]([CH2:17][N:18]3[CH2:23][CH2:22][N:21](C(OC(C)(C)C)=O)[CH2:20][CH2:19]3)=[CH:14][CH:15]=2)[CH:10]=[C:9]1[C:31]1[C:32](=[O:60])[N:33](COCC[Si](C)(C)C)[CH:34]=[C:35]([C:37](=[O:51])[NH:38][C:39]2[CH:40]=[N:41][N:42]([CH2:44][C:45]3[CH:50]=[CH:49][CH:48]=[CH:47][CH:46]=3)[CH:43]=2)[CH:36]=1)=O)(C)(C)C.Cl.N. (2) Given the product [C:4]([C:6]1[CH:15]=[N:14][C:13]2[N:12]([CH2:16][C:17]3[CH:18]=[CH:19][C:20]([O:23][CH3:24])=[CH:21][CH:22]=3)[C:11](=[O:25])[N:10]3[N:26]=[CH:27][N:28]=[C:9]3[C:8]=2[CH:7]=1)(=[O:3])[CH3:5], predict the reactants needed to synthesize it. The reactants are: C([O:3][C:4]([C:6]1[CH:15]=[N:14][C:13]2[N:12]([CH2:16][C:17]3[CH:22]=[CH:21][C:20]([O:23][CH3:24])=[CH:19][CH:18]=3)[C:11](=[O:25])[N:10]3[N:26]=[CH:27][N:28]=[C:9]3[C:8]=2[CH:7]=1)=[CH2:5])C.Cl.[OH-].[Na+].